From a dataset of Full USPTO retrosynthesis dataset with 1.9M reactions from patents (1976-2016). Predict the reactants needed to synthesize the given product. Given the product [NH2:1][C:2]1[CH:7]=[CH:6][C:5]([B:20]2[O:24][C:23]([CH3:26])([CH3:25])[C:22]([CH3:28])([CH3:27])[O:21]2)=[CH:4][C:3]=1[NH:9][C:10](=[O:19])[C:11]1[CH:16]=[CH:15][C:14]([O:17][CH3:18])=[CH:13][CH:12]=1, predict the reactants needed to synthesize it. The reactants are: [NH2:1][C:2]1[CH:7]=[CH:6][C:5](Br)=[CH:4][C:3]=1[NH:9][C:10](=[O:19])[C:11]1[CH:16]=[CH:15][C:14]([O:17][CH3:18])=[CH:13][CH:12]=1.[B:20]1([B:20]2[O:24][C:23]([CH3:26])([CH3:25])[C:22]([CH3:28])([CH3:27])[O:21]2)[O:24][C:23]([CH3:26])([CH3:25])[C:22]([CH3:28])([CH3:27])[O:21]1.[F-].[K+].